Dataset: NCI-60 drug combinations with 297,098 pairs across 59 cell lines. Task: Regression. Given two drug SMILES strings and cell line genomic features, predict the synergy score measuring deviation from expected non-interaction effect. (1) Drug 1: COC1=NC(=NC2=C1N=CN2C3C(C(C(O3)CO)O)O)N. Drug 2: CS(=O)(=O)OCCCCOS(=O)(=O)C. Cell line: NCIH23. Synergy scores: CSS=1.32, Synergy_ZIP=-0.802, Synergy_Bliss=-0.889, Synergy_Loewe=-1.28, Synergy_HSA=-2.31. (2) Drug 1: CN1CCC(CC1)COC2=C(C=C3C(=C2)N=CN=C3NC4=C(C=C(C=C4)Br)F)OC. Drug 2: CC1C(C(=O)NC(C(=O)N2CCCC2C(=O)N(CC(=O)N(C(C(=O)O1)C(C)C)C)C)C(C)C)NC(=O)C3=C4C(=C(C=C3)C)OC5=C(C(=O)C(=C(C5=N4)C(=O)NC6C(OC(=O)C(N(C(=O)CN(C(=O)C7CCCN7C(=O)C(NC6=O)C(C)C)C)C)C(C)C)C)N)C. Cell line: MOLT-4. Synergy scores: CSS=45.6, Synergy_ZIP=39.1, Synergy_Bliss=40.6, Synergy_Loewe=38.7, Synergy_HSA=40.5. (3) Cell line: CCRF-CEM. Drug 1: C1CC(=O)NC(=O)C1N2CC3=C(C2=O)C=CC=C3N. Drug 2: C1=CC(=CC=C1CCCC(=O)O)N(CCCl)CCCl. Synergy scores: CSS=38.9, Synergy_ZIP=-8.49, Synergy_Bliss=-11.9, Synergy_Loewe=-21.8, Synergy_HSA=-8.03. (4) Drug 1: C1=C(C(=O)NC(=O)N1)N(CCCl)CCCl. Drug 2: C1CNP(=O)(OC1)N(CCCl)CCCl. Cell line: HCT116. Synergy scores: CSS=37.8, Synergy_ZIP=0.0194, Synergy_Bliss=0.607, Synergy_Loewe=-12.2, Synergy_HSA=1.32. (5) Drug 1: CC(C1=C(C=CC(=C1Cl)F)Cl)OC2=C(N=CC(=C2)C3=CN(N=C3)C4CCNCC4)N. Drug 2: CC1CCC2CC(C(=CC=CC=CC(CC(C(=O)C(C(C(=CC(C(=O)CC(OC(=O)C3CCCCN3C(=O)C(=O)C1(O2)O)C(C)CC4CCC(C(C4)OC)O)C)C)O)OC)C)C)C)OC. Cell line: TK-10. Synergy scores: CSS=27.4, Synergy_ZIP=2.11, Synergy_Bliss=3.37, Synergy_Loewe=-10.9, Synergy_HSA=3.72. (6) Drug 1: C1CC(C1)(C(=O)O)C(=O)O.[NH2-].[NH2-].[Pt+2]. Drug 2: CC1CCCC2(C(O2)CC(NC(=O)CC(C(C(=O)C(C1O)C)(C)C)O)C(=CC3=CSC(=N3)C)C)C. Cell line: HCT-15. Synergy scores: CSS=33.9, Synergy_ZIP=2.50, Synergy_Bliss=4.37, Synergy_Loewe=4.91, Synergy_HSA=5.48.